From a dataset of NCI-60 drug combinations with 297,098 pairs across 59 cell lines. Regression. Given two drug SMILES strings and cell line genomic features, predict the synergy score measuring deviation from expected non-interaction effect. (1) Drug 1: CNC(=O)C1=CC=CC=C1SC2=CC3=C(C=C2)C(=NN3)C=CC4=CC=CC=N4. Drug 2: C1=CC(=C2C(=C1NCCNCCO)C(=O)C3=C(C=CC(=C3C2=O)O)O)NCCNCCO. Cell line: SR. Synergy scores: CSS=71.2, Synergy_ZIP=-0.304, Synergy_Bliss=-2.71, Synergy_Loewe=-4.12, Synergy_HSA=-1.08. (2) Drug 1: CC1=C2C(C(=O)C3(C(CC4C(C3C(C(C2(C)C)(CC1OC(=O)C(C(C5=CC=CC=C5)NC(=O)OC(C)(C)C)O)O)OC(=O)C6=CC=CC=C6)(CO4)OC(=O)C)O)C)O. Drug 2: C#CCC(CC1=CN=C2C(=N1)C(=NC(=N2)N)N)C3=CC=C(C=C3)C(=O)NC(CCC(=O)O)C(=O)O. Cell line: LOX IMVI. Synergy scores: CSS=73.0, Synergy_ZIP=4.09, Synergy_Bliss=-0.524, Synergy_Loewe=-0.968, Synergy_HSA=0.486. (3) Cell line: NCI-H226. Drug 2: CC1CCC2CC(C(=CC=CC=CC(CC(C(=O)C(C(C(=CC(C(=O)CC(OC(=O)C3CCCCN3C(=O)C(=O)C1(O2)O)C(C)CC4CCC(C(C4)OC)O)C)C)O)OC)C)C)C)OC. Synergy scores: CSS=7.80, Synergy_ZIP=-6.73, Synergy_Bliss=-6.30, Synergy_Loewe=-23.3, Synergy_HSA=-4.41. Drug 1: C1=CC(=CC=C1CCCC(=O)O)N(CCCl)CCCl. (4) Drug 1: CS(=O)(=O)CCNCC1=CC=C(O1)C2=CC3=C(C=C2)N=CN=C3NC4=CC(=C(C=C4)OCC5=CC(=CC=C5)F)Cl. Drug 2: B(C(CC(C)C)NC(=O)C(CC1=CC=CC=C1)NC(=O)C2=NC=CN=C2)(O)O. Cell line: SNB-75. Synergy scores: CSS=10.6, Synergy_ZIP=-1.78, Synergy_Bliss=-3.76, Synergy_Loewe=-2.82, Synergy_HSA=-2.76. (5) Drug 1: CC1=C(C=C(C=C1)NC2=NC=CC(=N2)N(C)C3=CC4=NN(C(=C4C=C3)C)C)S(=O)(=O)N.Cl. Drug 2: C1CC(=O)NC(=O)C1N2CC3=C(C2=O)C=CC=C3N. Cell line: CCRF-CEM. Synergy scores: CSS=6.42, Synergy_ZIP=-6.80, Synergy_Bliss=-7.10, Synergy_Loewe=-6.87, Synergy_HSA=-6.44. (6) Drug 1: C1=CN(C(=O)N=C1N)C2C(C(C(O2)CO)O)O.Cl. Drug 2: CC1CCC2CC(C(=CC=CC=CC(CC(C(=O)C(C(C(=CC(C(=O)CC(OC(=O)C3CCCCN3C(=O)C(=O)C1(O2)O)C(C)CC4CCC(C(C4)OC)OCCO)C)C)O)OC)C)C)C)OC. Cell line: RXF 393. Synergy scores: CSS=1.09, Synergy_ZIP=7.21, Synergy_Bliss=13.8, Synergy_Loewe=3.89, Synergy_HSA=2.17. (7) Drug 1: COC1=C(C=C2C(=C1)N=CN=C2NC3=CC(=C(C=C3)F)Cl)OCCCN4CCOCC4. Drug 2: C#CCC(CC1=CN=C2C(=N1)C(=NC(=N2)N)N)C3=CC=C(C=C3)C(=O)NC(CCC(=O)O)C(=O)O. Cell line: MDA-MB-231. Synergy scores: CSS=14.3, Synergy_ZIP=-3.32, Synergy_Bliss=0.987, Synergy_Loewe=1.01, Synergy_HSA=0.576.